From a dataset of NCI-60 drug combinations with 297,098 pairs across 59 cell lines. Regression. Given two drug SMILES strings and cell line genomic features, predict the synergy score measuring deviation from expected non-interaction effect. (1) Drug 1: CC1=C2C(C(=O)C3(C(CC4C(C3C(C(C2(C)C)(CC1OC(=O)C(C(C5=CC=CC=C5)NC(=O)OC(C)(C)C)O)O)OC(=O)C6=CC=CC=C6)(CO4)OC(=O)C)O)C)O. Drug 2: CN(CC1=CN=C2C(=N1)C(=NC(=N2)N)N)C3=CC=C(C=C3)C(=O)NC(CCC(=O)O)C(=O)O. Cell line: MOLT-4. Synergy scores: CSS=56.4, Synergy_ZIP=5.56, Synergy_Bliss=4.78, Synergy_Loewe=5.74, Synergy_HSA=5.76. (2) Drug 1: CN(CC1=CN=C2C(=N1)C(=NC(=N2)N)N)C3=CC=C(C=C3)C(=O)NC(CCC(=O)O)C(=O)O. Drug 2: B(C(CC(C)C)NC(=O)C(CC1=CC=CC=C1)NC(=O)C2=NC=CN=C2)(O)O. Cell line: NCIH23. Synergy scores: CSS=68.2, Synergy_ZIP=1.99, Synergy_Bliss=1.03, Synergy_Loewe=-5.90, Synergy_HSA=1.80. (3) Drug 1: CN1CCC(CC1)COC2=C(C=C3C(=C2)N=CN=C3NC4=C(C=C(C=C4)Br)F)OC. Drug 2: CCC1=CC2CC(C3=C(CN(C2)C1)C4=CC=CC=C4N3)(C5=C(C=C6C(=C5)C78CCN9C7C(C=CC9)(C(C(C8N6C)(C(=O)OC)O)OC(=O)C)CC)OC)C(=O)OC.C(C(C(=O)O)O)(C(=O)O)O. Cell line: MDA-MB-435. Synergy scores: CSS=82.8, Synergy_ZIP=22.3, Synergy_Bliss=22.0, Synergy_Loewe=-4.83, Synergy_HSA=21.1.